From a dataset of Forward reaction prediction with 1.9M reactions from USPTO patents (1976-2016). Predict the product of the given reaction. (1) Given the reactants [CH2:1]([N:3]1[C:7]([C:8]2[CH:13]=[CH:12][C:11]([N+:14]([O-:16])=[O:15])=[C:10]([CH3:17])[CH:9]=2)=[N:6][C:5]([C:18]2[CH:19]=[N:20][CH:21]=[CH:22][CH:23]=2)=[N:4]1)[CH3:2].[Cl:24][C:25]1[CH:32]=[CH:31][CH:30]=[C:29]([Cl:33])[C:26]=1[CH:27]=[O:28].C1CCN2C(=NCCC2)CC1, predict the reaction product. The product is: [Cl:24][C:25]1[CH:32]=[CH:31][CH:30]=[C:29]([Cl:33])[C:26]=1[CH:27]([OH:28])[CH2:17][C:10]1[CH:9]=[C:8]([C:7]2[N:3]([CH2:1][CH3:2])[N:4]=[C:5]([C:18]3[CH:19]=[N:20][CH:21]=[CH:22][CH:23]=3)[N:6]=2)[CH:13]=[CH:12][C:11]=1[N+:14]([O-:16])=[O:15]. (2) Given the reactants [Br:1][C:2]1[CH:7]=[CH:6][C:5]([C:8]([OH:22])([CH2:19][CH:20]=[CH2:21])[CH2:9][N:10]2[CH:14]=[C:13]([N+:15]([O-:17])=[O:16])[N:12]=[C:11]2Cl)=[CH:4][CH:3]=1.C([O-])([O-])=O.[Cs+].[Cs+], predict the reaction product. The product is: [CH2:19]([C:8]1([C:5]2[CH:6]=[CH:7][C:2]([Br:1])=[CH:3][CH:4]=2)[O:22][C:11]2=[N:12][C:13]([N+:15]([O-:17])=[O:16])=[CH:14][N:10]2[CH2:9]1)[CH:20]=[CH2:21].